Task: Predict the reactants needed to synthesize the given product.. Dataset: Full USPTO retrosynthesis dataset with 1.9M reactions from patents (1976-2016) (1) The reactants are: [Cl:1][C:2]1[N:7]=[C:6](Cl)[N:5]=[C:4]([NH:9][CH2:10][C:11]#[CH:12])[N:3]=1.[CH:13]1([NH2:17])[CH2:16][CH2:15][CH2:14]1.ClC1N=C(NC(C)C)N=C(NCC#C)N=1. Given the product [Cl:1][C:2]1[N:7]=[C:6]([NH:17][CH:13]2[CH2:16][CH2:15][CH2:14]2)[N:5]=[C:4]([NH:9][CH2:10][C:11]#[CH:12])[N:3]=1, predict the reactants needed to synthesize it. (2) Given the product [CH:34]1[CH:33]=[N:32][C:31]2[N:27]([OH:26])[N:28]=[N:29][C:30]=2[CH:35]=1.[CH2:36]([Cl:39])[CH2:37][Cl:38], predict the reactants needed to synthesize it. The reactants are: C(NCC(O)=O)(OCC1C2C(=CC=CC=2)C2C1=CC=CC=2)=O.C(Cl)Cl.[OH:26][N:27]1[C:31]2[N:32]=[CH:33][CH:34]=[CH:35][C:30]=2[N:29]=[N:28]1.[CH2:36]([Cl:39])[CH2:37][Cl:38]. (3) Given the product [N:4]1([CH2:3][CH2:2][O:9][C:10]2[CH:11]=[C:12]([CH:17]=[CH:18][CH:19]=2)[C:13]([O:15][CH3:16])=[O:14])[CH2:8][CH2:7][CH2:6][CH2:5]1, predict the reactants needed to synthesize it. The reactants are: Cl[CH2:2][CH2:3][N:4]1[CH2:8][CH2:7][CH2:6][CH2:5]1.[OH:9][C:10]1[CH:11]=[C:12]([CH:17]=[CH:18][CH:19]=1)[C:13]([O:15][CH3:16])=[O:14].[I-].[K+].C(=O)([O-])[O-].[K+].[K+]. (4) The reactants are: Cl.[NH2:2][CH2:3][C:4]([NH:6][CH:7]([C:14]1[CH:19]=[CH:18][C:17]([Cl:20])=[CH:16][CH:15]=1)[C:8]1[CH:13]=[CH:12][CH:11]=[CH:10][CH:9]=1)=[O:5].[CH3:21][S:22]([C:25]1[CH:33]=[CH:32][C:28]([C:29](O)=[O:30])=[CH:27][CH:26]=1)(=[O:24])=[O:23]. Given the product [Cl:20][C:17]1[CH:18]=[CH:19][C:14]([CH:7]([NH:6][C:4]([CH2:3][NH:2][C:29](=[O:30])[C:28]2[CH:27]=[CH:26][C:25]([S:22]([CH3:21])(=[O:24])=[O:23])=[CH:33][CH:32]=2)=[O:5])[C:8]2[CH:13]=[CH:12][CH:11]=[CH:10][CH:9]=2)=[CH:15][CH:16]=1, predict the reactants needed to synthesize it.